This data is from Full USPTO retrosynthesis dataset with 1.9M reactions from patents (1976-2016). The task is: Predict the reactants needed to synthesize the given product. Given the product [CH2:15]([N:14]([CH2:17][CH3:18])[C:12](=[O:13])[C:11]([C:5]1[C:4]2[C:8](=[CH:9][CH:10]=[C:2]([NH:1][S:30]([C:21]3[CH:22]=[CH:23][C:24]4[C:29](=[CH:28][CH:27]=[CH:26][CH:25]=4)[CH:20]=3)(=[O:32])=[O:31])[CH:3]=2)[NH:7][CH:6]=1)=[O:19])[CH3:16], predict the reactants needed to synthesize it. The reactants are: [NH2:1][C:2]1[CH:3]=[C:4]2[C:8](=[CH:9][CH:10]=1)[NH:7][CH:6]=[C:5]2[C:11](=[O:19])[C:12]([N:14]([CH2:17][CH3:18])[CH2:15][CH3:16])=[O:13].[CH:20]1[C:29]2[C:24](=[CH:25][CH:26]=[CH:27][CH:28]=2)[CH:23]=[CH:22][C:21]=1[S:30](Cl)(=[O:32])=[O:31].